From a dataset of Full USPTO retrosynthesis dataset with 1.9M reactions from patents (1976-2016). Predict the reactants needed to synthesize the given product. Given the product [Cl:16][C:17]1[CH:18]=[CH:19][C:20]([C:23]2([C:28]([NH:15][C:13]3[N:14]=[C:10]4[CH:9]=[CH:8][CH:7]=[C:6]([C:3]5[CH:4]=[CH:5][O:1][CH:2]=5)[N:11]4[N:12]=3)=[O:29])[CH2:27][CH2:26][CH2:25][CH2:24]2)=[CH:21][CH:22]=1, predict the reactants needed to synthesize it. The reactants are: [O:1]1[CH:5]=[CH:4][C:3]([C:6]2[N:11]3[N:12]=[C:13]([NH2:15])[N:14]=[C:10]3[CH:9]=[CH:8][CH:7]=2)=[CH:2]1.[Cl:16][C:17]1[CH:22]=[CH:21][C:20]([C:23]2([C:28](Cl)=[O:29])[CH2:27][CH2:26][CH2:25][CH2:24]2)=[CH:19][CH:18]=1.